This data is from Peptide-MHC class I binding affinity with 185,985 pairs from IEDB/IMGT. The task is: Regression. Given a peptide amino acid sequence and an MHC pseudo amino acid sequence, predict their binding affinity value. This is MHC class I binding data. (1) The peptide sequence is IATATWFQY. The MHC is HLA-B15:17 with pseudo-sequence HLA-B15:17. The binding affinity (normalized) is 0.809. (2) The binding affinity (normalized) is 0.561. The peptide sequence is FPNITNLCPF. The MHC is HLA-B15:01 with pseudo-sequence HLA-B15:01. (3) The peptide sequence is ELEEICHDL. The MHC is HLA-A02:01 with pseudo-sequence HLA-A02:01. The binding affinity (normalized) is 0.141. (4) The binding affinity (normalized) is 0. The MHC is H-2-Db with pseudo-sequence H-2-Db. The peptide sequence is ITLIKTPSLD. (5) The peptide sequence is SLFTEQAFY. The MHC is HLA-A26:03 with pseudo-sequence HLA-A26:03. The binding affinity (normalized) is 0.0847. (6) The peptide sequence is ATKRYPGVMY. The MHC is HLA-A03:01 with pseudo-sequence HLA-A03:01. The binding affinity (normalized) is 0.677.